Regression. Given a peptide amino acid sequence and an MHC pseudo amino acid sequence, predict their binding affinity value. This is MHC class II binding data. From a dataset of Peptide-MHC class II binding affinity with 134,281 pairs from IEDB. (1) The peptide sequence is RFKHTDACCRTHD. The MHC is DRB1_0401 with pseudo-sequence DRB1_0401. The binding affinity (normalized) is 0. (2) The peptide sequence is AALAAAAGVPPADKY. The MHC is HLA-DQA10102-DQB10602 with pseudo-sequence HLA-DQA10102-DQB10602. The binding affinity (normalized) is 0.581. (3) The peptide sequence is DNEEPIAPYHFDLSG. The MHC is HLA-DQA10301-DQB10302 with pseudo-sequence HLA-DQA10301-DQB10302. The binding affinity (normalized) is 0.176. (4) The peptide sequence is MENRWQVMIVWQVDR. The MHC is HLA-DQA10101-DQB10501 with pseudo-sequence HLA-DQA10101-DQB10501. The binding affinity (normalized) is 0.425. (5) The peptide sequence is QKYVNNTATLLMTSL. The MHC is DRB1_0701 with pseudo-sequence DRB1_0701. The binding affinity (normalized) is 0.566. (6) The peptide sequence is FKVAATAAATAPADD. The MHC is DRB1_0701 with pseudo-sequence DRB1_0701. The binding affinity (normalized) is 0.491.